From a dataset of Reaction yield outcomes from USPTO patents with 853,638 reactions. Predict the reaction yield, written as a fraction of the theoretical maximum amount of product (1.0 means a 100% yield; for example, 0.34 means a 34% yield). The reactants are [CH3:1][N:2]1[CH:10]2[CH2:11][CH2:12][CH2:13][CH:3]1[C:4]1[N:5]=[N:6][N:7](CC3C=CC(OC)=CC=3)[C:8]=1[CH2:9]2. The catalyst is FC(F)(F)C(O)=O. The product is [CH3:1][N:2]1[CH:10]2[CH2:11][CH2:12][CH2:13][CH:3]1[C:4]1[N:5]=[N:6][NH:7][C:8]=1[CH2:9]2. The yield is 0.650.